From a dataset of Reaction yield outcomes from USPTO patents with 853,638 reactions. Predict the reaction yield, written as a fraction of the theoretical maximum amount of product (1.0 means a 100% yield; for example, 0.34 means a 34% yield). (1) The reactants are Cl.Cl.[NH2:3][CH2:4][C@@:5]1([OH:13])[CH:10]2[CH2:11][CH2:12][N:7]([CH2:8][CH2:9]2)[CH2:6]1.[C:14]([O-])([O-])=[O:15].[Cs+].[Cs+].[N:20]([C:23]1[CH:28]=[C:27](C2C=CC=C(OC)C=2)[N:26]=[CH:25][N:24]=1)=[C:21]=S.C(N=C=NC(C)C)(C)C. The catalyst is CN(C)C=O. The product is [CH3:14][O:15][C:27]1[N:26]=[CH:25][N:24]=[C:23]([NH:20][C:21]2[O:13][C@:5]3([CH2:4][N:3]=2)[CH:10]2[CH2:9][CH2:8][N:7]([CH2:12][CH2:11]2)[CH2:6]3)[CH:28]=1. The yield is 0.500. (2) The reactants are [Cl:1][C:2]1[CH:7]=[CH:6][CH:5]=[CH:4][C:3]=1[CH:8]=[CH:9][CH2:10][C:11]([CH2:22][C:23]#[C:24][C:25](=[O:27])[CH3:26])([C:17]([O:19][CH2:20][CH3:21])=[O:18])[C:12]([O:14][CH2:15][CH3:16])=[O:13]. The catalyst is [Au].ClC1C=CC=CC=1Cl. The product is [C:25]([C:24]1[C:4]2[C:3](=[C:2]([Cl:1])[CH:7]=[CH:6][CH:5]=2)[CH:8]=[C:9]2[CH2:10][C:11]([C:17]([O:19][CH2:20][CH3:21])=[O:18])([C:12]([O:14][CH2:15][CH3:16])=[O:13])[CH2:22][C:23]=12)(=[O:27])[CH3:26]. The yield is 1.00. (3) The yield is 0.290. The product is [NH:1]1[C:5]2[CH:6]=[CH:7][C:8]([C:10]([N:27]3[C@@H:28]4[C@@H:23]([C:22]5[CH:31]=[CH:32][C:19]([C:13]6[CH:18]=[CH:17][CH:16]=[CH:15][CH:14]=6)=[CH:20][C:21]=5[CH2:30][CH2:29]4)[CH2:24][CH2:25][CH2:26]3)=[O:12])=[CH:9][C:4]=2[N:3]=[CH:2]1. The reactants are [NH:1]1[C:5]2[CH:6]=[CH:7][C:8]([C:10]([OH:12])=O)=[CH:9][C:4]=2[N:3]=[CH:2]1.[C:13]1([C:19]2[CH:32]=[CH:31][C:22]3[C@@H:23]4[C@H:28]([CH2:29][CH2:30][C:21]=3[CH:20]=2)[NH:27][CH2:26][CH2:25][CH2:24]4)[CH:18]=[CH:17][CH:16]=[CH:15][CH:14]=1. The catalyst is C(Cl)Cl.CO. (4) The catalyst is CO. The yield is 0.110. The product is [O:12]=[C:8]1[CH2:9][CH2:10][CH2:11][N:7]1[CH2:6][C:5]([OH:13])=[O:4]. The reactants are [OH-].[Na+].C[O:4][C:5](=[O:13])[CH2:6][N:7]1[CH2:11][CH2:10][CH2:9][C:8]1=[O:12].